This data is from Full USPTO retrosynthesis dataset with 1.9M reactions from patents (1976-2016). The task is: Predict the reactants needed to synthesize the given product. (1) Given the product [CH3:1][N:2]1[C:10]2[C:5](=[CH:6][CH:7]=[CH:8][CH:9]=2)[C:4]([C:11]2[C:12](=[O:30])[NH:13][C:14](=[O:29])[C:15]=2[C:16]2[CH:21]=[CH:20][CH:19]=[C:18]([O:22][CH2:23][CH2:24][CH2:25][NH2:26])[CH:17]=2)=[CH:3]1, predict the reactants needed to synthesize it. The reactants are: [CH3:1][N:2]1[C:10]2[C:5](=[CH:6][CH:7]=[CH:8][CH:9]=2)[C:4]([C:11]2[C:12](=[O:30])[NH:13][C:14](=[O:29])[C:15]=2[C:16]2[CH:21]=[CH:20][CH:19]=[C:18]([O:22][CH2:23][CH2:24][CH2:25][N:26]=[N+]=[N-])[CH:17]=2)=[CH:3]1.C1C=CC(P(C2C=CC=CC=2)C2C=CC=CC=2)=CC=1.O. (2) Given the product [Br:1][C:2]1[CH:28]=[N:27][C:5]2[N:6]=[C:7]([N:14]3[CH2:15][CH:16]([N:18]([CH3:26])[C:19](=[O:25])[O:20][C:21]([CH3:23])([CH3:24])[CH3:22])[CH2:17]3)[C:8]3[N:9]([CH2:12][CH2:11][N:10]=3)[C:4]=2[CH:3]=1, predict the reactants needed to synthesize it. The reactants are: [Br:1][C:2]1[CH:28]=[N:27][C:5]2=[N:6][C:7]([N:14]3[CH2:17][CH:16]([N:18]([CH3:26])[C:19](=[O:25])[O:20][C:21]([CH3:24])([CH3:23])[CH3:22])[CH2:15]3)=[C:8]([NH:10][CH2:11][CH2:12]O)[N:9]=[C:4]2[CH:3]=1.CS(Cl)(=O)=O.